Dataset: Full USPTO retrosynthesis dataset with 1.9M reactions from patents (1976-2016). Task: Predict the reactants needed to synthesize the given product. (1) Given the product [Cl:19][C:11]1[CH:10]=[C:9]([NH:8][C:5]2[N:4]=[CH:3][C:2](/[CH:37]=[CH:36]/[C:32]3[CH:31]=[C:30]4[C:35](=[CH:34][CH:33]=3)[N:26]([CH2:25][O:24][CH2:23][CH2:22][Si:21]([CH3:20])([CH3:40])[CH3:39])[C:27](=[O:38])[CH:28]=[CH:29]4)=[CH:7][N:6]=2)[CH:14]=[CH:13][C:12]=1[O:15][CH:16]([F:18])[F:17], predict the reactants needed to synthesize it. The reactants are: Br[C:2]1[CH:3]=[N:4][C:5]([NH:8][C:9]2[CH:14]=[CH:13][C:12]([O:15][CH:16]([F:18])[F:17])=[C:11]([Cl:19])[CH:10]=2)=[N:6][CH:7]=1.[CH3:20][Si:21]([CH3:40])([CH3:39])[CH2:22][CH2:23][O:24][CH2:25][N:26]1[C:35]2[C:30](=[CH:31][C:32]([CH:36]=[CH2:37])=[CH:33][CH:34]=2)[CH:29]=[CH:28][C:27]1=[O:38]. (2) Given the product [C:1]([N:4]1[C:13]2[C:8](=[CH:9][C:10]([C:14]#[N:15])=[CH:11][CH:12]=2)[CH:7]([NH2:16])[CH:6]([CH3:27])[CH:5]1[CH:28]1[CH2:30][CH2:29]1)(=[O:3])[CH3:2], predict the reactants needed to synthesize it. The reactants are: [C:1]([N:4]1[C:13]2[C:8](=[CH:9][C:10]([C:14]#[N:15])=[CH:11][CH:12]=2)[C@H:7]([NH:16]C(=O)OCC2C=CC=CC=2)[C@@H:6]([CH3:27])[C@@H:5]1[CH:28]1[CH2:30][CH2:29]1)(=[O:3])[CH3:2]. (3) Given the product [CH3:21][O:20][CH2:19][C@H:15]1[CH2:16][CH2:17][CH2:18][N:14]1[C:12]([C:10]1[CH:9]=[C:4]([CH:3]=[C:2]([C:74]2[O:70][CH:71]=[CH:72][N:73]=2)[CH:11]=1)[C:5]([OH:7])=[O:6])=[O:13], predict the reactants needed to synthesize it. The reactants are: Br[C:2]1[CH:3]=[C:4]([CH:9]=[C:10]([C:12]([N:14]2[CH2:18][CH2:17][CH2:16][C@@H:15]2[CH2:19][O:20][CH3:21])=[O:13])[CH:11]=1)[C:5]([O:7]C)=[O:6].BrC1C=C(C=C(C(OC)=O)C=1)C(O)=O.CCN(C(C)C)C(C)C.CN(C(ON1N=NC2C=CC=NC1=2)=[N+](C)C)C.F[P-](F)(F)(F)(F)F.C[O:70][CH2:71][C@H:72]1CC[CH2:74][NH:73]1. (4) Given the product [CH:18]12[NH:24][CH:22]([CH2:21][CH2:20][CH2:19]1)[CH:23]=[C:16]([C:11]1[NH:10][C:9]3[C:8]4[C:12]=1[CH2:13][N:14]([CH3:15])[C:5]1[CH:4]=[CH:3][C:2]([F:1])=[CH:35][C:6]=1[C:7]=4[CH:34]=[CH:33][N:32]=3)[CH2:17]2, predict the reactants needed to synthesize it. The reactants are: [F:1][C:2]1[CH:3]=[CH:4][C:5]2[N:14]([CH3:15])[CH2:13][C:12]3[C:8]4[C:9](=[N:32][CH:33]=[CH:34][C:7]=4[C:6]=2[CH:35]=1)[NH:10][C:11]=3[C:16]1[CH2:17][CH:18]2[N:24](C(OC(C)(C)C)=O)[CH:22]([CH:23]=1)[CH2:21][CH2:20][CH2:19]2.FC(F)(F)C(O)=O. (5) Given the product [C:1]([O:5][C:6](=[O:21])[CH2:7][CH:8]([OH:20])[CH2:9][CH:10]([OH:19])[CH2:11][CH2:12][C:13]1[CH:14]=[CH:15][CH:16]=[CH:17][CH:18]=1)([CH3:4])([CH3:2])[CH3:3], predict the reactants needed to synthesize it. The reactants are: [C:1]([O:5][C:6](=[O:21])[CH2:7][C:8](=[O:20])[CH2:9][C@@H:10]([OH:19])[CH2:11][CH2:12][C:13]1[CH:18]=[CH:17][CH:16]=[CH:15][CH:14]=1)([CH3:4])([CH3:3])[CH3:2].[BH4-].[Na+].Cl. (6) Given the product [C:8]([NH:2][CH2:3][CH2:4][S:5][C:16](=[O:6])[CH3:17])(=[O:10])[CH3:9], predict the reactants needed to synthesize it. The reactants are: Cl.[NH2:2][CH2:3][CH2:4][SH:5].[OH-:6].[K+].[C:8](OC(=O)C)(=[O:10])[CH3:9].N[CH2:16][CH2:17]S.Cl.[Na+].[Cl-]. (7) Given the product [F:25][C:19]1[CH:20]=[C:21]([CH:22]=[CH:23][C:18]=1[O:17][C:16]1[CH:15]=[CH:14][N:13]=[C:12]2[N:8]([CH2:7][C:6]3[CH:27]=[CH:28][C:3]([O:2][CH3:1])=[CH:4][CH:5]=3)[N:9]=[C:10]([C:31]3[N:30]([CH3:29])[CH:34]=[CH:33][N:32]=3)[C:11]=12)[NH2:24], predict the reactants needed to synthesize it. The reactants are: [CH3:1][O:2][C:3]1[CH:28]=[CH:27][C:6]([CH2:7][N:8]2[C:12]3=[N:13][CH:14]=[CH:15][C:16]([O:17][C:18]4[CH:23]=[CH:22][C:21]([NH2:24])=[CH:20][C:19]=4[F:25])=[C:11]3[C:10](I)=[N:9]2)=[CH:5][CH:4]=1.[CH3:29][N:30]1[CH:34]=[CH:33][N:32]=[C:31]1[Sn](CCCC)(CCCC)CCCC.